From a dataset of Forward reaction prediction with 1.9M reactions from USPTO patents (1976-2016). Predict the product of the given reaction. (1) Given the reactants [OH:1][C:2]1[CH:7]=[CH:6][C:5]([NH:8][C:9]([C:11]2[C:12]([C:17]3[CH:22]=[CH:21][C:20]([C:23]([F:26])([F:25])[F:24])=[CH:19][CH:18]=3)=[CH:13][CH:14]=[CH:15][CH:16]=2)=[O:10])=[CH:4][CH:3]=1.CC1C=CC(S(O[CH2:38][CH2:39][C:40]2[N:41]=[C:42]([N:45]([C:47]([O:49][C:50]([CH3:53])([CH3:52])[CH3:51])=[O:48])[CH3:46])[S:43][CH:44]=2)(=O)=O)=CC=1.C(=O)([O-])[O-].[K+].[K+], predict the reaction product. The product is: [CH3:46][N:45]([C:42]1[S:43][CH:44]=[C:40]([CH2:39][CH2:38][O:1][C:2]2[CH:7]=[CH:6][C:5]([NH:8][C:9]([C:11]3[CH:16]=[CH:15][CH:14]=[CH:13][C:12]=3[C:17]3[CH:22]=[CH:21][C:20]([C:23]([F:24])([F:25])[F:26])=[CH:19][CH:18]=3)=[O:10])=[CH:4][CH:3]=2)[N:41]=1)[C:47](=[O:48])[O:49][C:50]([CH3:53])([CH3:52])[CH3:51]. (2) Given the reactants [NH2:1][C:2]1[CH:3]=[CH:4][CH:5]=[C:6]2[C:10]=1[NH:9][C:8](=[O:11])[CH2:7]2.[F:12][C:13]([F:23])([F:22])[C:14]1[C:15]([Cl:21])=[N:16][C:17](Cl)=[N:18][CH:19]=1.ClCCCl.C(O)(C)(C)C.CCN(CC)CC, predict the reaction product. The product is: [Cl:21][C:15]1[C:14]([C:13]([F:22])([F:12])[F:23])=[CH:19][N:18]=[C:17]([NH:1][C:2]2[CH:3]=[CH:4][CH:5]=[C:6]3[C:10]=2[NH:9][C:8](=[O:11])[CH2:7]3)[N:16]=1.